From a dataset of Forward reaction prediction with 1.9M reactions from USPTO patents (1976-2016). Predict the product of the given reaction. (1) Given the reactants [F:1][C:2]([F:20])([F:19])[C@@H:3]([OH:18])[CH2:4][N:5]1[CH2:10][CH2:9][N:8]([CH3:11])[CH:7]([C:12]2[CH:17]=[CH:16][CH:15]=[CH:14][CH:13]=2)[CH2:6]1.[Cl:21][C:22]1[CH:27]=[CH:26][C:25]([N:28]=[C:29]=[O:30])=[CH:24][CH:23]=1, predict the reaction product. The product is: [ClH:21].[F:20][C:2]([F:1])([F:19])[C@@H:3]([O:18][C:29](=[O:30])[NH:28][C:25]1[CH:26]=[CH:27][C:22]([Cl:21])=[CH:23][CH:24]=1)[CH2:4][N:5]1[CH2:10][CH2:9][N:8]([CH3:11])[CH:7]([C:12]2[CH:13]=[CH:14][CH:15]=[CH:16][CH:17]=2)[CH2:6]1. (2) Given the reactants [CH3:1][C:2]1[CH:3]=[C:4]2[C:9](=[CH:10][CH:11]=1)[N:8]=[C:7](Cl)[N:6]=[C:5]2Cl.[NH2:14][C:15]1[CH:22]=[CH:21][C:18]([CH2:19][NH2:20])=[CH:17][CH:16]=1.[F:23][C:24]1[CH:32]=[C:31]([F:33])[CH:30]=[CH:29][C:25]=1[C:26](Cl)=[O:27].[CH3:34][NH2:35], predict the reaction product. The product is: [F:23][C:24]1[CH:32]=[C:31]([F:33])[CH:30]=[CH:29][C:25]=1[C:26]([NH:14][C:15]1[CH:22]=[CH:21][C:18]([CH2:19][NH:20][C:5]2[C:4]3[C:9](=[CH:10][CH:11]=[C:2]([CH3:1])[CH:3]=3)[N:8]=[C:7]([NH:35][CH3:34])[N:6]=2)=[CH:17][CH:16]=1)=[O:27]. (3) Given the reactants [CH:1](=[O:6])[C:2]([CH3:5])([CH3:4])[CH3:3].[N+:7]([CH3:10])([O-:9])=[O:8].[OH-].[Na+], predict the reaction product. The product is: [CH3:3][C:2]([CH3:5])([CH3:4])[CH:1]([OH:6])[CH2:10][N+:7]([O-:9])=[O:8]. (4) The product is: [NH2:1][C:2]1[N:10]=[CH:9][N:8]=[C:7]2[C:3]=1[N:4]=[CH:5][N:6]2[C@H:11]1[C@@H:15]2[O:16][C:17]([CH3:19])([CH3:20])[O:18][C@@H:14]2[C@@H:13]([CH2:21][N:22]([CH:37]2[CH2:40][CH2:39][CH2:38]2)[CH2:23][CH2:24][CH2:25][NH2:26])[O:12]1. Given the reactants [NH2:1][C:2]1[N:10]=[CH:9][N:8]=[C:7]2[C:3]=1[N:4]=[CH:5][N:6]2[C@H:11]1[C@@H:15]2[O:16][C:17]([CH3:20])([CH3:19])[O:18][C@@H:14]2[C@@H:13]([CH2:21][N:22]([CH:37]2[CH2:40][CH2:39][CH2:38]2)[CH2:23][CH2:24][CH2:25][N:26]2C(=O)C3C(=CC=CC=3)C2=O)[O:12]1.O.NN, predict the reaction product. (5) Given the reactants Br[C:2]1[CH:9]=[CH:8][C:5]([C:6]#[N:7])=[C:4]([Cl:10])[CH:3]=1.[CH:11]1([C@@:14]2([OH:21])[C@H:18]([CH3:19])[NH:17][C:16](=[O:20])[CH2:15]2)[CH2:13][CH2:12]1.C1(P(C2C=CC=CC=2)C2C3OC4C(=CC=CC=4P(C4C=CC=CC=4)C4C=CC=CC=4)C(C)(C)C=3C=CC=2)C=CC=CC=1.C(=O)([O-])[O-].[Cs+].[Cs+], predict the reaction product. The product is: [Cl:10][C:4]1[CH:3]=[C:2]([N:17]2[C:16](=[O:20])[CH2:15][C@:14]([CH:11]3[CH2:13][CH2:12]3)([OH:21])[C@@H:18]2[CH3:19])[CH:9]=[CH:8][C:5]=1[C:6]#[N:7]. (6) Given the reactants [CH2:1]([NH:8][C:9]1[NH:10][C:11](=[O:18])[C:12]2[NH:13][CH:14]=[N:15][C:16]=2[N:17]=1)[C:2]1[CH:7]=[CH:6][CH:5]=[CH:4][CH:3]=1.C([N:36]1[CH2:41][CH2:40][CH2:39][CH2:38][CH2:37]1)(OCC1C2C(=CC=CC=2)C2C1=CC=CC=2)=O.N1CCCCC1.C(#N)C.FC(F)(F)C(O)=O, predict the reaction product. The product is: [CH2:1]([NH:8][C:9]1[NH:10][C:11](=[O:18])[C:12]2[NH:13][CH:14]=[N:15][C:16]=2[N:17]=1)[C:2]1[CH:7]=[CH:6][CH:5]=[CH:4][CH:3]=1.[NH:36]1[CH2:41][CH2:40][CH2:39][CH2:38][CH2:37]1. (7) Given the reactants [Br:1][C:2]1[CH:3]=[CH:4][C:5]([Cl:20])=[C:6]([C:8]2[C:17]3[C:12](=[CH:13][CH:14]=[CH:15][CH:16]=3)[CH:11]=[C:10]([CH2:18]Br)[N:9]=2)[CH:7]=1.C([OH:23])C, predict the reaction product. The product is: [Br:1][C:2]1[CH:3]=[CH:4][C:5]([Cl:20])=[C:6]([C:8]2[C:17]3[C:12](=[CH:13][CH:14]=[CH:15][CH:16]=3)[CH:11]=[C:10]([CH:18]=[O:23])[N:9]=2)[CH:7]=1.